Predict which catalyst facilitates the given reaction. From a dataset of Catalyst prediction with 721,799 reactions and 888 catalyst types from USPTO. (1) Reactant: [CH2:1]([N:8]([CH2:16][C:17]1[CH:22]=[CH:21][CH:20]=[CH:19][CH:18]=1)[CH:9]1[CH2:14][CH2:13][C:12](=[O:15])[CH2:11][CH2:10]1)[C:2]1[CH:7]=[CH:6][CH:5]=[CH:4][CH:3]=1.[C:23]1(C)C=CC=CC=1.[CH2:30](B(CC)CC)C.IC.[OH-].[Na+]. Product: [CH2:16]([N:8]([CH2:1][C:2]1[CH:3]=[CH:4][CH:5]=[CH:6][CH:7]=1)[C@H:9]1[CH2:10][CH2:11][C:12](=[O:15])[C@@H:13]([CH3:23])[CH2:14]1)[C:17]1[CH:22]=[CH:21][CH:20]=[CH:19][CH:18]=1.[CH2:16]([N:8]([CH2:1][C:2]1[CH:3]=[CH:4][CH:5]=[CH:6][CH:7]=1)[C@@H:9]1[CH2:10][CH2:11][C:12](=[O:15])[C@H:13]([CH3:30])[CH2:14]1)[C:17]1[CH:22]=[CH:21][CH:20]=[CH:19][CH:18]=1. The catalyst class is: 1. (2) Reactant: [CH3:1][O:2][N:3]([CH3:15])[C:4]([C:6]1[C:14]2[C:9](=[CH:10][CH:11]=[CH:12][CH:13]=2)[NH:8][N:7]=1)=[O:5].FC(F)(F)C(OC1C(OC(=O)C(F)(F)F)=C([I:27])C=CC=1)=O.II. Product: [I:27][C:12]1[CH:13]=[C:14]2[C:9](=[CH:10][CH:11]=1)[NH:8][N:7]=[C:6]2[C:4]([N:3]([O:2][CH3:1])[CH3:15])=[O:5]. The catalyst class is: 2.